From a dataset of Full USPTO retrosynthesis dataset with 1.9M reactions from patents (1976-2016). Predict the reactants needed to synthesize the given product. (1) Given the product [CH3:1][O:2][CH2:3][C:4]([NH:14][C:13]1[CH:15]=[CH:16][C:10]([N+:7]([O-:9])=[O:8])=[CH:11][CH:12]=1)=[O:6], predict the reactants needed to synthesize it. The reactants are: [CH3:1][O:2][CH2:3][C:4]([OH:6])=O.[N+:7]([C:10]1[CH:16]=[CH:15][C:13]([NH2:14])=[CH:12][CH:11]=1)([O-:9])=[O:8].F[P-](F)(F)(F)(F)F.ClC1N(C)C=C[N+]=1C.C(N(CC)CC)C. (2) Given the product [Si:4]([O:11][CH2:12][CH:13]([CH2:20][CH:21]=[CH2:22])/[CH:14]=[CH:15]/[C:16]([OH:18])=[O:17])([C:7]([CH3:10])([CH3:9])[CH3:8])([CH3:5])[CH3:6], predict the reactants needed to synthesize it. The reactants are: O.[OH-].[Li+].[Si:4]([O:11][CH2:12][CH:13]([CH2:20][CH:21]=[CH2:22])/[CH:14]=[CH:15]/[C:16]([O:18]C)=[O:17])([C:7]([CH3:10])([CH3:9])[CH3:8])([CH3:6])[CH3:5]. (3) Given the product [C:9]12([NH:19][C:20]([NH:8][CH2:7][CH:4]3[CH2:5][CH2:6][O:1][CH2:2][CH2:3]3)=[O:21])[CH2:18][CH:13]3[CH2:14][CH:15]([CH2:17][CH:11]([CH2:12]3)[CH2:10]1)[CH2:16]2, predict the reactants needed to synthesize it. The reactants are: [O:1]1[CH2:6][CH2:5][CH:4]([CH2:7][NH2:8])[CH2:3][CH2:2]1.[C:9]12([N:19]=[C:20]=[O:21])[CH2:18][CH:13]3[CH2:14][CH:15]([CH2:17][CH:11]([CH2:12]3)[CH2:10]1)[CH2:16]2. (4) Given the product [C:1]([C:5]1[N:6]=[C:7]([Cl:17])[C:8]2[CH:13]=[CH:12][NH:11][C:9]=2[N:10]=1)([CH3:4])([CH3:3])[CH3:2], predict the reactants needed to synthesize it. The reactants are: [C:1]([C:5]1[NH:10][C:9]2[NH:11][CH:12]=[CH:13][C:8]=2[C:7](=O)[N:6]=1)([CH3:4])([CH3:3])[CH3:2].O=P(Cl)(Cl)[Cl:17]. (5) Given the product [N:5]1[CH:6]=[N:1][N:2]=[C:3]([C:7]2[CH:8]=[CH:9][C:10]([C:11]([NH:62][CH2:61][CH2:60][CH2:59][CH2:58][CH:57]([NH:56][C:49]([O:51][C:52]([CH3:55])([CH3:54])[CH3:53])=[O:50])[C:63]([OH:65])=[O:64])=[O:13])=[CH:14][CH:15]=2)[N:4]=1, predict the reactants needed to synthesize it. The reactants are: [N:1]1[CH:6]=[N:5][N:4]=[C:3]([C:7]2[CH:15]=[CH:14][C:10]([C:11]([OH:13])=O)=[CH:9][CH:8]=2)[N:2]=1.Cl.CN(C)CCCN=C=NCC.O.ON1C2C=CC=CC=2N=N1.N[C@H](C(O)=O)CCCCN.[C:49]([NH:56][C@H:57]([C:63]([OH:65])=[O:64])[CH2:58][CH2:59][CH2:60][CH2:61][NH2:62])([O:51][C:52]([CH3:55])([CH3:54])[CH3:53])=[O:50].